Dataset: Experimentally validated miRNA-target interactions with 360,000+ pairs, plus equal number of negative samples. Task: Binary Classification. Given a miRNA mature sequence and a target amino acid sequence, predict their likelihood of interaction. (1) The miRNA is hsa-miR-7853-5p with sequence UCAAAUGCAGAUCCUGACUUC. The protein sequence of the target gene is MPFSELYFNVDNGYLEGLVRGFKAGILSQADYLNLVQCETLEDLKLHLQSTDYGSFLANEASPLTVSVIDDKLKEKMVVEFRHMRNQSYEPLASFMDFITYSYMIDNVILLITGTLHQRAISELVPKCHPLGSFEQMEAVNIAQTPAELYNAILVDTPLAAFFQDCISEQDLDEMNIEIIRNTLYKAYLEAFYKFCTTLGGTTADTMCPILEFEADRRAFIITINSFGTELSKEDRAKLFPHCGKLYPEGLAQLARADDYEQVKAVAEYYPEYKLLFEGAGSNPGDKTLEDRFFEHEVKL.... Result: 0 (no interaction). (2) The miRNA is hsa-miR-6733-3p with sequence UCAGUGUCUGGAUUUCCUAG. The protein sequence of the target gene is MTGGRFDFDDGGTYCGGWEEGKAHGHGICTGPKGQGEYSGSWSHGFEVVGGYTWPSGNTYQGYWAQGKRHGLGVETKGKWMYRGEWSHGFKGRYGVRQSLCTPARYEGTWSNGLQDGYGVETYGDGGTYQGQWAGGMRHGYGVRQSVPYGMATVIRSPLRTSLASLRSEQSNGSVLHDAAAAADSPAGTRGGFVLNFHADAELAGKKKGGLFRRGSLLGSMKLRKSESKSSISSKRSSVRSDAAMSRISSSDANSTISFGDVDCDFCPVEDHVDATTTETYMGEWKNDKRNGFGVSERSN.... Result: 0 (no interaction). (3) The miRNA is mmu-miR-466k with sequence UGUGUGUGUACAUGUACAUGUGA. The protein sequence of the target gene is MAEQLAFLIGGIIGGLLLLIGVSCCLWRRFCATFTYEELPETSDPATISYFSRKEDRLYQYSGTPPGRLPSVPFVVPPSHQGRDWVPLHGGDWAVAPQDPCPVPEHMACTSSAKPGDACEMGSINPELYKSPEDTSETGFPDGCLGRLWFSVEYQQESERLLVGLIKAQQLQVPSETCSTLVKLHLLPDERRFLQSKTKHKICNPQFDENFIFQVSSKSVTQRVLKFSVYHVNKKRKHQLLGQVLFPLKNETLAGDHHRIIWRDLEAKNLEPPSEFGDIQFCLSYNDYLSRLTVVVLRAK.... Result: 1 (interaction). (4) The miRNA is hsa-miR-367-3p with sequence AAUUGCACUUUAGCAAUGGUGA. The protein sequence of the target gene is MACPLDQAIGLLVAIFHKYSGREGDKHTLSKKELKELIQKELTIGSKLQDAEIARLMEDLDRNKDQEVNFQEYVTFLGALALIYNEALKG. Result: 0 (no interaction). (5) The miRNA is hsa-miR-718 with sequence CUUCCGCCCCGCCGGGCGUCG. The protein sequence of the target gene is MSEKSGQSTKAKDGKKYATLSLFNTYKGKSLETQKTTVAARHGLQSLGKVGISRRMPPPANLPSLKAENKGNDPNVNIVPKDGTGWASKQEQHEEEKAPEVSPAQPKPGVAAPPEVAPAPKSWASNKQGGQGDGIQVNSQFQQEFPSLQAAGDQEKKEKEANDENYGPGPSLRPPNVACWRDGGKSAGSPSSDQDEKQLGQDESTAITSEQNDILKVVEKRIACGPPQAKLNGQQPALASQYRAMMPPYMFQQYPRMAYPPLHGPMRFPPSLSEANKSLRGRGPPPSWASEPERPSILSA.... Result: 0 (no interaction). (6) Result: 0 (no interaction). The protein sequence of the target gene is MSVSLVVIRLELAGHSPVPTDFGFSAAAGEMSDEEIKKKTLASAVACLEGKSAGEKAAIIHQHLGRREMTDVIIETMKARADEVRDTVEEKKPSAAPVSAQRSREQSESVNTAPESPSKQLPDQISFFSGNPSVEIVHGIMHLYKTNKMTSLKEDVRRSAMLCVLTVPATMTSHDLMKFVAPFNDVIEQMKIIRDSTPNQYMVLIKFSAQADADSFYMACNGRQFNSIEDDVCQLVYVERAEVLKSEDGASLPVMDLTELPKCTVCLERMDESVNGILTTLCNHSFHSQCLQRWDDTTCP.... The miRNA is hsa-miR-1911-5p with sequence UGAGUACCGCCAUGUCUGUUGGG. (7) The miRNA is mmu-miR-329-3p with sequence AACACACCCAGCUAACCUUUUU. The protein sequence of the target gene is MYQDYPGNFDTSSRGSSGSPAHAESYSSGGGGQQKFRVDMPGSGSAFIPTINAITTSQDLQWMVQPTVITSMSNPYPRSHPYSPLPGLASVPGHMALPRPGVIKTIGTTVGRRRRDEQLSPEEEEKRRIRRERNKLAAAKCRNRRRELTEKLQAETEELEEEKSGLQKEIAELQKEKEKLEFMLVAHGPVCKISPEERRSPPTSGLQSLRGTGSAVGPVVVKQEPPEEDSPSSSAGMDKTQRSVIKPISIAGGGFYGEEPLHTPIVVTSTPAITPGTSNLVFTYPNVLEQESPSSPSESC.... Result: 1 (interaction).